Dataset: Blood-brain barrier penetration binary classification data from Martins et al.. Task: Regression/Classification. Given a drug SMILES string, predict its absorption, distribution, metabolism, or excretion properties. Task type varies by dataset: regression for continuous measurements (e.g., permeability, clearance, half-life) or binary classification for categorical outcomes (e.g., BBB penetration, CYP inhibition). Dataset: bbb_martins. (1) The drug is O=c1[nH]cc(F)c(=O)[nH]1. The result is 0 (does not penetrate BBB). (2) The drug is Cc1nnc(SCC2=C(C(=O)O)N3C(=O)[C@@H](NC(=O)[C@H](O)c4ccccc4)[C@H]3SC2)s1. The result is 0 (does not penetrate BBB). (3) The drug is CNCCCC12CCC(c3ccccc31)c1ccccc12. The result is 1 (penetrates BBB). (4) The compound is N#Cc1ccc2c(c1)N(CCCN1CCC(O)CC1)c1ccccc1S2. The result is 1 (penetrates BBB). (5) The compound is CC(CN(C)C)CN1c2ccccc2S(=O)(=O)c2ccccc21. The result is 1 (penetrates BBB).